This data is from Full USPTO retrosynthesis dataset with 1.9M reactions from patents (1976-2016). The task is: Predict the reactants needed to synthesize the given product. (1) Given the product [Br:23][C:24]1[CH:29]=[CH:28][CH:27]=[CH:26][C:25]=1[C:30](=[O:34])[CH:31]([CH3:32])[CH3:33], predict the reactants needed to synthesize it. The reactants are: CC(OI1(OC(C)=O)(OC(C)=O)OC(=O)C2C1=CC=CC=2)=O.[Br:23][C:24]1[CH:29]=[CH:28][CH:27]=[CH:26][C:25]=1[CH:30]([OH:34])[CH:31]([CH3:33])[CH3:32].[OH-].[Na+]. (2) Given the product [CH3:13][N:8]1[C:4]2=[N:5][CH:6]=[CH:7][C:2]([C:21]#[C:20][C:14]3[CH:19]=[CH:18][CH:17]=[CH:16][CH:15]=3)=[C:3]2[C:10]([CH:11]=[O:12])=[CH:9]1, predict the reactants needed to synthesize it. The reactants are: Br[C:2]1[CH:7]=[CH:6][N:5]=[C:4]2[N:8]([CH3:13])[CH:9]=[C:10]([CH:11]=[O:12])[C:3]=12.[C:14]1([C:20]#[CH:21])[CH:19]=[CH:18][CH:17]=[CH:16][CH:15]=1.[F-].C([N+](CCCC)(CCCC)CCCC)CCC. (3) Given the product [OH:11][CH:8]1[C:9]([CH3:10])=[C:5]([O:4][CH3:1])[C:6](=[O:22])[N:7]1[C:12]1[CH:17]=[C:16]([C:18]([F:21])([F:19])[F:20])[CH:15]=[CH:14][N:13]=1, predict the reactants needed to synthesize it. The reactants are: [CH2:1]([O:4][C:5]1[CH:6]([O:22][Si](C(C)(C)C)(C)C)[N:7]([C:12]2[CH:17]=[C:16]([C:18]([F:21])([F:20])[F:19])[CH:15]=[CH:14][N:13]=2)[C:8](=[O:11])[C:9]=1[CH3:10])C=C.[F-].C([N+](CCCC)(CCCC)CCCC)CCC.ClCCl.O. (4) Given the product [F:1][C:2]([F:13])([F:14])[C:3]1[CH:4]=[C:5]([CH2:9][CH2:10][CH:11]=[O:12])[CH:6]=[CH:7][CH:8]=1, predict the reactants needed to synthesize it. The reactants are: [F:1][C:2]([F:14])([F:13])[C:3]1[CH:4]=[C:5]([CH2:9][CH2:10][CH2:11][OH:12])[CH:6]=[CH:7][CH:8]=1.CS(C)=O.O=P12OP3(OP(OP(O3)(O1)=O)(=O)O2)=O.C(N(CC)CC)C.Cl.